Dataset: Catalyst prediction with 721,799 reactions and 888 catalyst types from USPTO. Task: Predict which catalyst facilitates the given reaction. (1) Reactant: Cl[C:2]1[N:17]=[CH:16][CH:15]=[CH:14][C:3]=1[C:4]([NH:6][C:7]1[CH:12]=[CH:11][CH:10]=[CH:9][C:8]=1[OH:13])=[O:5].[OH-].[Na+]. Product: [N:17]1[C:2]2[O:13][C:8]3[CH:9]=[CH:10][CH:11]=[CH:12][C:7]=3[NH:6][C:4](=[O:5])[C:3]=2[CH:14]=[CH:15][CH:16]=1. The catalyst class is: 3. (2) Reactant: [CH2:1]([O:4][C:5]1[CH:10]=[CH:9][CH:8]=[CH:7][CH:6]=1)[C:2]#[CH:3].C([Li])CCC.C=O.N1C=CC=CC=1.[C:24]([O:27][C:28](=O)C)(=[O:26])[CH3:25]. Product: [C:24]([O:27][CH2:28][C:3]#[C:2][CH2:1][O:4][C:5]1[CH:10]=[CH:9][CH:8]=[CH:7][CH:6]=1)(=[O:26])[CH3:25]. The catalyst class is: 1. (3) Reactant: [CH3:1][C:2]([C:4]1[CH:9]=[C:8]([C:10]([F:13])([F:12])[F:11])[CH:7]=[C:6]([C:14]([F:17])([F:16])[F:15])[CH:5]=1)=[O:3].[BH4-].[Na+].Cl. Product: [F:11][C:10]([F:12])([F:13])[C:8]1[CH:9]=[C:4]([CH:2]([OH:3])[CH3:1])[CH:5]=[C:6]([C:14]([F:15])([F:16])[F:17])[CH:7]=1. The catalyst class is: 5. (4) Reactant: [C:1]([O:5][C:6]([NH:8][CH2:9][C:10]1[C:11]([CH2:27][CH:28]([CH3:30])[CH3:29])=[N:12][C:13]([CH3:26])=[C:14]([C:18]=1[C:19]1[CH:24]=[CH:23][C:22]([CH3:25])=[CH:21][CH:20]=1)[C:15]([OH:17])=[O:16])=[O:7])([CH3:4])([CH3:3])[CH3:2].[Br:31][C:32]1[CH:39]=[CH:38][CH:37]=[CH:36][C:33]=1[CH2:34]Br.C(=O)([O-])[O-].[K+].[K+]. Product: [C:1]([O:5][C:6]([NH:8][CH2:9][C:10]1[C:11]([CH2:27][CH:28]([CH3:30])[CH3:29])=[N:12][C:13]([CH3:26])=[C:14]([C:18]=1[C:19]1[CH:24]=[CH:23][C:22]([CH3:25])=[CH:21][CH:20]=1)[C:15]([O:17][CH2:34][C:33]1[CH:36]=[CH:37][CH:38]=[CH:39][C:32]=1[Br:31])=[O:16])=[O:7])([CH3:4])([CH3:3])[CH3:2]. The catalyst class is: 42.